Predict the reaction yield, written as a fraction of the theoretical maximum amount of product (1.0 means a 100% yield; for example, 0.34 means a 34% yield). From a dataset of Reaction yield outcomes from USPTO patents with 853,638 reactions. The reactants are [Cl:1][C:2]1[C:11]([NH:12][NH2:13])=[N:10][C:9]2[C:4](=[CH:5][CH:6]=[C:7]([Cl:14])[CH:8]=2)[N:3]=1.Cl.[N:16]([O-])=O.[Na+]. The catalyst is O. The product is [Cl:1][C:2]1[C:11]2[N:10]([N:16]=[N:13][N:12]=2)[C:9]2[C:4]([N:3]=1)=[CH:5][CH:6]=[C:7]([Cl:14])[CH:8]=2. The yield is 0.950.